This data is from Forward reaction prediction with 1.9M reactions from USPTO patents (1976-2016). The task is: Predict the product of the given reaction. Given the reactants [CH3:1][NH:2][CH3:3].[F:4][P-:5]([F:10])([F:9])([F:8])([F:7])[F:6].Cl/[C:12](/[C:18]1[CH:19]=[N:20][N:21]2[CH:26]=[CH:25][CH:24]=[CH:23][C:22]=12)=[CH:13]\[CH:14]=[N+:15]([CH3:17])[CH3:16], predict the reaction product. The product is: [F:4][P-:5]([F:10])([F:9])([F:8])([F:7])[F:6].[CH3:1][N:2]([CH3:3])/[C:12](/[C:18]1[CH:19]=[N:20][N:21]2[CH:26]=[CH:25][CH:24]=[CH:23][C:22]=12)=[CH:13]\[CH:14]=[N+:15]([CH3:17])[CH3:16].